Dataset: Reaction yield outcomes from USPTO patents with 853,638 reactions. Task: Predict the reaction yield, written as a fraction of the theoretical maximum amount of product (1.0 means a 100% yield; for example, 0.34 means a 34% yield). (1) The reactants are [NH2:1][C:2]1[CH:10]=[C:9]([O:11][CH3:12])[CH:8]=[CH:7][C:3]=1[C:4]([NH2:6])=[O:5].[Si]([O:20][CH2:21][CH2:22][O:23][C:24]1[CH:25]=[CH:26][C:27]([CH:39]=O)=[N:28][C:29]=1[C:30]1[CH:35]=[CH:34][C:33]([S:36]([CH3:38])=[O:37])=[CH:32][CH:31]=1)(C(C)(C)C)(C)C.OS([O-])(=O)=O.[Na+].O.C1(C)C=CC(S(O)(=O)=O)=CC=1. The yield is 0.580. The product is [OH:20][CH2:21][CH2:22][O:23][C:24]1[CH:25]=[CH:26][C:27]([C:39]2[NH:6][C:4](=[O:5])[C:3]3[C:2](=[CH:10][C:9]([O:11][CH3:12])=[CH:8][CH:7]=3)[N:1]=2)=[N:28][C:29]=1[C:30]1[CH:35]=[CH:34][C:33]([S:36]([CH3:38])=[O:37])=[CH:32][CH:31]=1. The catalyst is CN(C)C(=O)C. (2) The yield is 0.670. The catalyst is C(#N)C.O. The reactants are [OH:1][C:2]1[CH:9]=[CH:8][C:5]([CH:6]=[O:7])=[CH:4][CH:3]=1.C(=O)([O-])[O-].[Cs+].[Cs+].Cl[CH2:17][CH2:18][O:19][CH3:20]. The product is [CH3:20][O:19][CH2:18][CH2:17][O:1][C:2]1[CH:9]=[CH:8][C:5]([CH:6]=[O:7])=[CH:4][CH:3]=1. (3) The reactants are I[C:2]1[CH:7]=[CH:6][CH:5]=[CH:4][C:3]=1[O:8][CH3:9].[NH:10]1[CH2:15][CH2:14][O:13][CH2:12][CH2:11]1.CC1(C)C2C(=C(P(C3C=CC=CC=3)C3C=CC=CC=3)C=CC=2)OC2C(P(C3C=CC=CC=3)C3C=CC=CC=3)=CC=CC1=2.C(O[Na])(C)(C)C. The catalyst is O1CCOCC1.C1C=CC(/C=C/C(/C=C/C2C=CC=CC=2)=O)=CC=1.C1C=CC(/C=C/C(/C=C/C2C=CC=CC=2)=O)=CC=1.C1C=CC(/C=C/C(/C=C/C2C=CC=CC=2)=O)=CC=1.[Pd].[Pd]. The product is [CH3:9][O:8][C:3]1[CH:4]=[CH:5][CH:6]=[CH:7][C:2]=1[N:10]1[CH2:15][CH2:14][O:13][CH2:12][CH2:11]1. The yield is 0.700. (4) The product is [CH3:3][C:4]1[S:5][CH:6]=[C:7]([C:9]2[S:13][C:12]([C:14]([OH:16])=[O:15])=[CH:11][CH:10]=2)[N:8]=1. The catalyst is O1CCOCC1. The yield is 0.690. The reactants are [Li+].[OH-].[CH3:3][C:4]1[S:5][CH:6]=[C:7]([C:9]2[S:13][C:12]([C:14]([O:16]C)=[O:15])=[CH:11][CH:10]=2)[N:8]=1.Cl. (5) The reactants are [ClH:1].O1CCOCC1.OC(C(F)(F)F)=O.[C:15]1([NH:21][C:22]2[O:23][CH:24]=[C:25]([C:27]([N:29]3[CH2:34][CH2:33][N:32](C(OC(C)(C)C)=O)[CH2:31][CH:30]3[CH2:42][O:43][C:44]3[CH:45]=[N:46][CH:47]=[CH:48][CH:49]=3)=[O:28])[N:26]=2)[CH:20]=[CH:19][CH:18]=[CH:17][CH:16]=1. The catalyst is CO. The product is [ClH:1].[ClH:1].[C:15]1([NH:21][C:22]2[O:23][CH:24]=[C:25]([C:27]([N:29]3[CH2:34][CH2:33][NH:32][CH2:31][CH:30]3[CH2:42][O:43][C:44]3[CH:45]=[N:46][CH:47]=[CH:48][CH:49]=3)=[O:28])[N:26]=2)[CH:16]=[CH:17][CH:18]=[CH:19][CH:20]=1. The yield is 0.830. (6) The reactants are [C:1]([C:3]1[C:4]([N:10]=[CH:11][N:12](C)C)=[N:5][C:6]([CH3:9])=[CH:7][CH:8]=1)#[N:2].[Br:15][C:16]1[CH:17]=[CH:18][C:19]([S:23][C:24]2[CH:29]=[CH:28][CH:27]=[CH:26][CH:25]=2)=[C:20](N)[CH:21]=1. The catalyst is C(O)(=O)C. The product is [Br:15][C:16]1[CH:21]=[CH:20][C:19]([S:23][C:24]2[CH:29]=[CH:28][CH:27]=[CH:26][CH:25]=2)=[C:18]([NH:2][C:1]2[C:3]3[CH:8]=[CH:7][C:6]([CH3:9])=[N:5][C:4]=3[N:10]=[CH:11][N:12]=2)[CH:17]=1. The yield is 0.650. (7) The reactants are Br[C:2]1[CH:7]=[CH:6][C:5]([CH2:8][CH2:9][CH2:10][CH3:11])=[CH:4][CH:3]=1.[CH3:12][O:13][C:14]([C:16]1[CH:21]=[CH:20][C:19](B(O)O)=[CH:18][CH:17]=1)=[O:15].C([O-])([O-])=O.[Na+].[Na+].N#N. The yield is 0.860. The catalyst is C1(C)C=CC=CC=1.CCO.C1C=CC([P]([Pd]([P](C2C=CC=CC=2)(C2C=CC=CC=2)C2C=CC=CC=2)([P](C2C=CC=CC=2)(C2C=CC=CC=2)C2C=CC=CC=2)[P](C2C=CC=CC=2)(C2C=CC=CC=2)C2C=CC=CC=2)(C2C=CC=CC=2)C2C=CC=CC=2)=CC=1. The product is [CH2:8]([C:5]1[CH:6]=[CH:7][C:2]([C:19]2[CH:20]=[CH:21][C:16]([C:14]([O:13][CH3:12])=[O:15])=[CH:17][CH:18]=2)=[CH:3][CH:4]=1)[CH2:9][CH2:10][CH3:11]. (8) The reactants are [CH3:1][N:2]([S:15]([C:18]1[CH:23]=[CH:22][CH:21]=[CH:20][C:19]=1[C:24]([F:27])([F:26])[F:25])(=[O:17])=[O:16])[C:3]1[CH:4]=[CH:5][CH:6]=[C:7]2[C:11]=1[NH:10][C:9]([C:12]([NH2:14])=O)=[CH:8]2.COC1C=CC(P2(SP(C3C=CC(OC)=CC=3)(=S)S2)=[S:37])=CC=1. The catalyst is O1CCCC1. The yield is 1.00. The product is [CH3:1][N:2]([S:15]([C:18]1[CH:23]=[CH:22][CH:21]=[CH:20][C:19]=1[C:24]([F:27])([F:26])[F:25])(=[O:17])=[O:16])[C:3]1[CH:4]=[CH:5][CH:6]=[C:7]2[C:11]=1[NH:10][C:9]([C:12](=[S:37])[NH2:14])=[CH:8]2.